This data is from Full USPTO retrosynthesis dataset with 1.9M reactions from patents (1976-2016). The task is: Predict the reactants needed to synthesize the given product. Given the product [S:21]1[C:20]2[CH:19]=[CH:18][N:5]=[C:10]([OH:32])[C:24]=2[CH:23]=[CH:22]1, predict the reactants needed to synthesize it. The reactants are: C([N:5]([CH2:10]CCC)CCCC)CCC.N(C(=O)/[CH:18]=[CH:19]/[C:20]1[S:21][CH:22]=[CH:23][CH:24]=1)=[N+]=[N-].C1([O:32]C2C=CC=CC=2)C=CC=CC=1.